From a dataset of Reaction yield outcomes from USPTO patents with 853,638 reactions. Predict the reaction yield, written as a fraction of the theoretical maximum amount of product (1.0 means a 100% yield; for example, 0.34 means a 34% yield). (1) The reactants are Br[C:2]1[O:3][C:4]([C:7]2[CH:8]=[C:9]3[C:13](=[CH:14][CH:15]=2)[N:12]([S:16]([C:19]2[CH:25]=[CH:24][C:22]([CH3:23])=[CH:21][CH:20]=2)(=[O:18])=[O:17])[CH:11]=[C:10]3[C:26]2[CH:31]=[N:30][CH:29]=[C:28]([CH:32]3[CH2:34][CH2:33]3)[N:27]=2)=[N:5][N:6]=1.[NH:35]1[CH:39]=[CH:38][C:37](B(O)O)=[N:36]1.C(=O)([O-])[O-].[K+].[K+]. The catalyst is O1CCOCC1.O.C1C=CC([P]([Pd]([P](C2C=CC=CC=2)(C2C=CC=CC=2)C2C=CC=CC=2)([P](C2C=CC=CC=2)(C2C=CC=CC=2)C2C=CC=CC=2)[P](C2C=CC=CC=2)(C2C=CC=CC=2)C2C=CC=CC=2)(C2C=CC=CC=2)C2C=CC=CC=2)=CC=1. The product is [CH:32]1([C:28]2[N:27]=[C:26]([C:10]3[C:9]4[C:13](=[CH:14][CH:15]=[C:7]([C:4]5[O:3][C:2]([C:37]6[NH:36][N:35]=[CH:39][CH:38]=6)=[N:6][N:5]=5)[CH:8]=4)[N:12]([S:16]([C:19]4[CH:25]=[CH:24][C:22]([CH3:23])=[CH:21][CH:20]=4)(=[O:18])=[O:17])[CH:11]=3)[CH:31]=[N:30][CH:29]=2)[CH2:34][CH2:33]1. The yield is 0.420. (2) The reactants are O=C1C2C(=CC=CC=2)C(=O)[N:3]1[CH2:12][CH2:13][CH2:14][CH2:15][C:16]1[CH:21]=[CH:20][C:19]([O:22][C:23](=[S:27])[N:24]([CH3:26])[CH3:25])=[CH:18][CH:17]=1.CN. No catalyst specified. The product is [NH2:3][CH2:12][CH2:13][CH2:14][CH2:15][C:16]1[CH:21]=[CH:20][C:19]([O:22][C:23](=[S:27])[N:24]([CH3:25])[CH3:26])=[CH:18][CH:17]=1. The yield is 0.460. (3) The reactants are C(C[C:5]1[CH:6]=[CH:7][C:8]([O:11][CH2:12][C@@H:13]2[CH2:17][C@H:16]([O:18][C:19]3[CH:28]=[CH:27][C:26]4[C:21](=[CH:22][CH:23]=[CH:24][CH:25]=4)[CH:20]=3)[CH2:15][N:14]2C(OC(C)(C)C)=O)=[N:9][CH:10]=1)(O)=O.[C:36]([OH:42])(C(F)(F)F)=[O:37].[CH2:43](Cl)Cl. No catalyst specified. The product is [CH:20]1[C:21]2[C:26](=[CH:25][CH:24]=[CH:23][CH:22]=2)[CH:27]=[CH:28][C:19]=1[O:18][C@@H:16]1[CH2:15][NH:14][C@H:13]([CH2:12][O:11][C:8]2[CH:7]=[CH:6][C:5]([C:36]([O:42][CH3:43])=[O:37])=[CH:10][N:9]=2)[CH2:17]1. The yield is 0.800. (4) The reactants are [OH:1][CH2:2][C:3]1[CH:12]=[C:11]([O:13][CH3:14])[C:6]([O:7][CH2:8][CH2:9][OH:10])=[C:5]([O:15][CH3:16])[CH:4]=1. The catalyst is C(Cl)Cl.O=[Mn]=O. The product is [OH:10][CH2:9][CH2:8][O:7][C:6]1[C:11]([O:13][CH3:14])=[CH:12][C:3]([CH:2]=[O:1])=[CH:4][C:5]=1[O:15][CH3:16]. The yield is 0.898. (5) The yield is 0.670. The product is [Cl:3][C:4]1[CH:9]=[CH:8][CH:7]=[CH:6][C:5]=1[N:10]([CH3:27])[C:11]([C:13]1[S:26][C:16]2[C:17]3[CH:25]=[N:24][CH:23]=[CH:22][C:18]=3[O:19][CH2:20][CH2:21][C:15]=2[CH:14]=1)=[O:12]. The reactants are [H-].[Na+].[Cl:3][C:4]1[CH:9]=[CH:8][CH:7]=[CH:6][C:5]=1[NH:10][C:11]([C:13]1[S:26][C:16]2[C:17]3[CH:25]=[N:24][CH:23]=[CH:22][C:18]=3[O:19][CH2:20][CH2:21][C:15]=2[CH:14]=1)=[O:12].[CH3:27]I.O. The catalyst is O1CCCC1. (6) The reactants are [Li+].CC([N-]C(C)C)C.C(OP(CC1C=CC([N+]([O-])=O)=CC=1)(=O)OCC)C.IC.[CH2:29]([O:31][P:32]([C:37]([C:40]1[CH:45]=[CH:44][C:43]([N+:46]([O-:48])=[O:47])=[CH:42][CH:41]=1)(C)[CH3:38])(=[O:36])[O:33][CH2:34][CH3:35])[CH3:30]. The catalyst is C1COCC1.CCOC(C)=O.O. The product is [CH2:29]([O:31][P:32]([CH:37]([C:40]1[CH:41]=[CH:42][C:43]([N+:46]([O-:48])=[O:47])=[CH:44][CH:45]=1)[CH3:38])(=[O:36])[O:33][CH2:34][CH3:35])[CH3:30]. The yield is 0.170.